Task: Predict the reactants needed to synthesize the given product.. Dataset: Full USPTO retrosynthesis dataset with 1.9M reactions from patents (1976-2016) (1) The reactants are: [NH2:1][C:2]1[N:3]=[CH:4][C:5]2[CH2:11][N:10]([C:12]3[C:13](=[O:19])[NH:14][CH:15]=[CH:16][C:17]=3[CH3:18])[CH2:9][CH2:8][C:6]=2[N:7]=1.I[C:21]1[CH:25]=[CH:24][S:23][CH:22]=1.CNCCNC.P([O-])([O-])([O-])=O.[K+].[K+].[K+]. Given the product [NH2:1][C:2]1[N:3]=[CH:4][C:5]2[CH2:11][N:10]([C:12]3[C:13](=[O:19])[N:14]([C:21]4[CH:25]=[CH:24][S:23][CH:22]=4)[CH:15]=[CH:16][C:17]=3[CH3:18])[CH2:9][CH2:8][C:6]=2[N:7]=1, predict the reactants needed to synthesize it. (2) Given the product [Cl:30][C:7]1[N:6]([CH2:9][O:10][CH2:11][CH2:12][O:13][CH3:14])[C:5]2[CH:15]=[C:16]([N:17]3[CH2:21][CH2:20][CH2:19][CH2:18]3)[C:2]([Cl:1])=[CH:3][C:4]=2[N:8]=1, predict the reactants needed to synthesize it. The reactants are: [Cl:1][C:2]1[C:16]([N:17]2[CH2:21][CH2:20][CH2:19][CH2:18]2)=[CH:15][C:5]2[N:6]([CH2:9][O:10][CH2:11][CH2:12][O:13][CH3:14])[CH:7]=[N:8][C:4]=2[CH:3]=1.C([N-]C(C)C)(C)C.[Li+].[Cl:30]N1C(=O)CCC1=O.[NH4+].[Cl-].